Dataset: Forward reaction prediction with 1.9M reactions from USPTO patents (1976-2016). Task: Predict the product of the given reaction. (1) Given the reactants [CH:1]#[C:2][CH2:3][CH2:4][CH2:5][CH2:6][CH2:7][CH3:8].I[C:10]1[CH:22]=[CH:21][C:13]([CH2:14][CH:15]2[CH2:19][CH2:18][CH2:17][C:16]2=[O:20])=[CH:12][CH:11]=1, predict the reaction product. The product is: [C:1]([C:10]1[CH:22]=[CH:21][C:13]([CH2:14][CH:15]2[CH2:19][CH2:18][CH2:17][C:16]2=[O:20])=[CH:12][CH:11]=1)#[C:2][CH2:3][CH2:4][CH2:5][CH2:6][CH2:7][CH3:8]. (2) Given the reactants C([O:4][C@@H:5]1[C@@H:10]([O:11]C(=O)C)[C@H:9]([O:15]C(=O)C)[C@@H:8]([CH2:19][O:20]C(=O)C)[O:7][C@H:6]1[C:24]1[C:33]2[C:28](=[CH:29][CH:30]=[CH:31][CH:32]=2)[C:27]([F:34])=[C:26]([CH2:35][C:36]2[S:37][C:38](Br)=[CH:39][CH:40]=2)[CH:25]=1)(=O)C.[C:42]([C:44]1[CH:45]=[C:46](B(O)O)[CH:47]=[CH:48][CH:49]=1)#[N:43], predict the reaction product. The product is: [C@@H:6]1([C:24]2[C:33]3[C:28](=[CH:29][CH:30]=[CH:31][CH:32]=3)[C:27]([F:34])=[C:26]([CH2:35][C:36]3[S:37][C:38]([C:48]4[CH:47]=[CH:46][CH:45]=[C:44]([C:42]#[N:43])[CH:49]=4)=[CH:39][CH:40]=3)[CH:25]=2)[O:7][C@H:8]([CH2:19][OH:20])[C@@H:9]([OH:15])[C@H:10]([OH:11])[C@H:5]1[OH:4]. (3) The product is: [CH3:13][O:12][C:11]1[CH:10]=[C:9]([CH3:14])[C:8]2[NH:7][C:6](=[O:15])[C:5]3[S:16][CH:17]=[CH:18][C:4]=3[C:3]=2[C:2]=1[C:31]1[CH:30]=[CH:29][C:28]([C@H:26]([N:25]([CH3:43])[C:24](=[O:44])[O:23][C:19]([CH3:21])([CH3:20])[CH3:22])[CH3:27])=[CH:33][CH:32]=1. Given the reactants Br[C:2]1[C:3]2[C:4]3[CH:18]=[CH:17][S:16][C:5]=3[C:6](=[O:15])[NH:7][C:8]=2[C:9]([CH3:14])=[CH:10][C:11]=1[O:12][CH3:13].[C:19]([O:23][C:24](=[O:44])[N:25]([CH3:43])[C@@H:26]([C:28]1[CH:33]=[CH:32][C:31](B2OC(C)(C)C(C)(C)O2)=[CH:30][CH:29]=1)[CH3:27])([CH3:22])([CH3:21])[CH3:20], predict the reaction product. (4) Given the reactants [N+:1]([C:4]1[CH:8]=[N:7][NH:6][C:5]=1[NH2:9])([O-:3])=[O:2].CN(C)[CH:12]=[CH:13][C:14]([C:16]1[CH:17]=[C:18]([N:22]([CH2:32][CH2:33][CH3:34])[S:23]([C:26]2[CH:31]=[CH:30][CH:29]=[CH:28][CH:27]=2)(=[O:25])=[O:24])[CH:19]=[CH:20][CH:21]=1)=O.C(OCC)(=O)C, predict the reaction product. The product is: [N+:1]([C:4]1[CH:8]=[N:7][N:6]2[C:14]([C:16]3[CH:17]=[C:18]([N:22]([CH2:32][CH2:33][CH3:34])[S:23]([C:26]4[CH:31]=[CH:30][CH:29]=[CH:28][CH:27]=4)(=[O:25])=[O:24])[CH:19]=[CH:20][CH:21]=3)=[CH:13][CH:12]=[N:9][C:5]=12)([O-:3])=[O:2]. (5) The product is: [NH2:24][C:20]1[CH:21]=[CH:22][CH:23]=[C:12]([C:11]([NH:10][C:7]2[CH:8]=[CH:9][C:4]([O:3][CH:2]([F:29])[F:1])=[CH:5][C:6]=2[CH3:28])=[O:27])[C:13]=1[C:14]([NH:16][CH:17]([CH3:19])[CH3:18])=[O:15]. Given the reactants [F:1][CH:2]([F:29])[O:3][C:4]1[CH:9]=[CH:8][C:7]([NH:10][C:11](=[O:27])[C:12]2[C:13](=[C:20]([N+:24]([O-])=O)[CH:21]=[CH:22][CH:23]=2)[C:14]([NH:16][CH:17]([CH3:19])[CH3:18])=[O:15])=[C:6]([CH3:28])[CH:5]=1.[H][H], predict the reaction product. (6) Given the reactants [C:1]([C:5]1[N:6]=[C:7]([N:16]2[CH2:20][CH2:19][C:18]([F:22])([F:21])[CH2:17]2)[C:8]2[C:9](=[N:11][N:12]([CH2:14][CH3:15])[N:13]=2)[N:10]=1)([CH3:4])([CH3:3])[CH3:2].C(C1N=C(N2CCC(F)(F)C2)C2N=NNC=2N=1)(C)(C)C.BrCC1[CH:50]=[CH:49][CH:48]=[C:47]([Cl:51])[C:46]=1[Cl:52], predict the reaction product. The product is: [C:1]([C:5]1[N:6]=[C:7]([N:16]2[CH2:20][CH2:19][C:18]([F:21])([F:22])[CH2:17]2)[C:8]2[C:9](=[N:11][N:12]([CH2:14][C:15]3[CH:50]=[CH:49][CH:48]=[C:47]([Cl:51])[C:46]=3[Cl:52])[N:13]=2)[N:10]=1)([CH3:2])([CH3:3])[CH3:4]. (7) Given the reactants [CH2:1]([NH:3][C:4]([NH:6][C:7]1[CH:12]=[C:11]([C:13]2[S:14][CH:15]=[C:16]([C:18]([F:21])([F:20])[F:19])[N:17]=2)[C:10](B2OC(C)(C)C(C)(C)O2)=[CH:9][N:8]=1)=[O:5])[CH3:2].Br[C:32]1[C:33]([F:42])=[N:34][CH:35]=[C:36]([CH:41]=1)[C:37]([O:39][CH3:40])=[O:38].C1(P(C2CCCCC2)C2C=CC=CC=2C2C(C(C)C)=CC(C(C)C)=CC=2C(C)C)CCCCC1.C(=O)([O-])[O-].[Na+].[Na+], predict the reaction product. The product is: [CH2:1]([NH:3][C:4](=[O:5])[NH:6][C:7]1[N:8]=[CH:9][C:10]([C:32]2[C:33]([F:42])=[N:34][CH:35]=[C:36]([C:37]([O:39][CH3:40])=[O:38])[CH:41]=2)=[C:11]([C:13]2[S:14][CH:15]=[C:16]([C:18]([F:19])([F:20])[F:21])[N:17]=2)[CH:12]=1)[CH3:2].